Task: Regression. Given two drug SMILES strings and cell line genomic features, predict the synergy score measuring deviation from expected non-interaction effect.. Dataset: NCI-60 drug combinations with 297,098 pairs across 59 cell lines (1) Drug 1: CC1=C2C(C(=O)C3(C(CC4C(C3C(C(C2(C)C)(CC1OC(=O)C(C(C5=CC=CC=C5)NC(=O)OC(C)(C)C)O)O)OC(=O)C6=CC=CC=C6)(CO4)OC(=O)C)OC)C)OC. Drug 2: CS(=O)(=O)CCNCC1=CC=C(O1)C2=CC3=C(C=C2)N=CN=C3NC4=CC(=C(C=C4)OCC5=CC(=CC=C5)F)Cl. Cell line: TK-10. Synergy scores: CSS=51.8, Synergy_ZIP=4.29, Synergy_Bliss=4.72, Synergy_Loewe=1.55, Synergy_HSA=9.04. (2) Drug 1: C1=CC(=CC=C1CCCC(=O)O)N(CCCl)CCCl. Drug 2: CCC1(C2=C(COC1=O)C(=O)N3CC4=CC5=C(C=CC(=C5CN(C)C)O)N=C4C3=C2)O.Cl. Cell line: A498. Synergy scores: CSS=18.7, Synergy_ZIP=-9.98, Synergy_Bliss=-9.57, Synergy_Loewe=-7.74, Synergy_HSA=-6.94. (3) Drug 1: CC1=C(C=C(C=C1)NC2=NC=CC(=N2)N(C)C3=CC4=NN(C(=C4C=C3)C)C)S(=O)(=O)N.Cl. Drug 2: COC1=NC(=NC2=C1N=CN2C3C(C(C(O3)CO)O)O)N. Cell line: MALME-3M. Synergy scores: CSS=15.7, Synergy_ZIP=2.96, Synergy_Bliss=6.37, Synergy_Loewe=7.19, Synergy_HSA=7.53. (4) Drug 1: CS(=O)(=O)C1=CC(=C(C=C1)C(=O)NC2=CC(=C(C=C2)Cl)C3=CC=CC=N3)Cl. Drug 2: C1=CC=C(C(=C1)C(C2=CC=C(C=C2)Cl)C(Cl)Cl)Cl. Cell line: SF-268. Synergy scores: CSS=7.43, Synergy_ZIP=2.82, Synergy_Bliss=7.68, Synergy_Loewe=4.04, Synergy_HSA=4.45. (5) Drug 1: C1CCN(CC1)CCOC2=CC=C(C=C2)C(=O)C3=C(SC4=C3C=CC(=C4)O)C5=CC=C(C=C5)O. Drug 2: C1CCC(CC1)NC(=O)N(CCCl)N=O. Cell line: OVCAR-4. Synergy scores: CSS=7.83, Synergy_ZIP=-1.76, Synergy_Bliss=1.34, Synergy_Loewe=0.486, Synergy_HSA=0.162.